Task: Regression/Classification. Given a drug SMILES string, predict its absorption, distribution, metabolism, or excretion properties. Task type varies by dataset: regression for continuous measurements (e.g., permeability, clearance, half-life) or binary classification for categorical outcomes (e.g., BBB penetration, CYP inhibition). For this dataset (clearance_hepatocyte_az), we predict log10(clearance) (log10 of the in vitro intrinsic clearance, CLint, in uL/min per 10^6 hepatocytes; values are censored to the assay range of 3 to 150, which is 0.477 to 2.18 on this log10 scale).. Dataset: Hepatocyte clearance measurements from AstraZeneca (1) The compound is [O-][S+](c1ccccc1)c1ccc2nnnn2n1. The log10(clearance) is 2.18. (2) The molecule is C[C@]12CC[C@H]3[C@@H](CCC4=CC(=O)CC[C@@]43C)[C@@H]1CC[C@@H]2O. The log10(clearance) is 2.18. (3) The compound is CCS(=O)(=O)c1ccc2[nH]c(-c3cccc(-c4ccccc4)c3)nc2c1. The log10(clearance) is 1.39. (4) The molecule is Cc1nn(C)c(C)c1-c1cccc2c(CCCOc3cccc4ccccc34)c(C(=O)O)[nH]c12. The log10(clearance) is 1.79. (5) The drug is O=C(O)CCc1ccc(OCc2cccc(Oc3ccccc3)c2)cc1. The log10(clearance) is 1.99. (6) The compound is O=C(NS(=O)(=O)c1ccccc1Cl)c1ccc[nH]1. The log10(clearance) is 0.520. (7) The log10(clearance) is 1.11. The molecule is CN(C)CCOc1cc(NS(=O)(=O)c2c(Cl)cc(C(F)(F)F)cc2Cl)ccc1Cl.